From a dataset of Forward reaction prediction with 1.9M reactions from USPTO patents (1976-2016). Predict the product of the given reaction. Given the reactants [CH2:1]([O:8][C:9]1[CH:14]=[CH:13][N:12]([CH2:15][CH2:16][C:17]2[CH:33]=[CH:32][C:20]3[CH2:21][CH2:22][N:23](C(=O)C(F)(F)F)[CH2:24][CH2:25][C:19]=3[CH:18]=2)[C:11](=[O:34])[CH:10]=1)[C:2]1[CH:7]=[CH:6][CH:5]=[CH:4][CH:3]=1.[OH-].[Na+], predict the reaction product. The product is: [CH2:1]([O:8][C:9]1[CH:14]=[CH:13][N:12]([CH2:15][CH2:16][C:17]2[CH:33]=[CH:32][C:20]3[CH2:21][CH2:22][NH:23][CH2:24][CH2:25][C:19]=3[CH:18]=2)[C:11](=[O:34])[CH:10]=1)[C:2]1[CH:3]=[CH:4][CH:5]=[CH:6][CH:7]=1.